This data is from Peptide-MHC class I binding affinity with 185,985 pairs from IEDB/IMGT. The task is: Regression. Given a peptide amino acid sequence and an MHC pseudo amino acid sequence, predict their binding affinity value. This is MHC class I binding data. (1) The binding affinity (normalized) is 0. The MHC is HLA-B08:01 with pseudo-sequence HLA-B08:01. The peptide sequence is YTILNRKAI. (2) The peptide sequence is YRYLRHGKL. The MHC is HLA-B15:01 with pseudo-sequence HLA-B15:01. The binding affinity (normalized) is 0.0847. (3) The peptide sequence is LSDLCNFLV. The MHC is HLA-B57:01 with pseudo-sequence HLA-B57:01. The binding affinity (normalized) is 0.0847. (4) The peptide sequence is MMATIGIALL. The MHC is HLA-B15:01 with pseudo-sequence HLA-B15:01. The binding affinity (normalized) is 0.750.